From a dataset of NCI-60 drug combinations with 297,098 pairs across 59 cell lines. Regression. Given two drug SMILES strings and cell line genomic features, predict the synergy score measuring deviation from expected non-interaction effect. (1) Drug 1: CCC1=CC2CC(C3=C(CN(C2)C1)C4=CC=CC=C4N3)(C5=C(C=C6C(=C5)C78CCN9C7C(C=CC9)(C(C(C8N6C)(C(=O)OC)O)OC(=O)C)CC)OC)C(=O)OC.C(C(C(=O)O)O)(C(=O)O)O. Drug 2: CC1=C2C(C(=O)C3(C(CC4C(C3C(C(C2(C)C)(CC1OC(=O)C(C(C5=CC=CC=C5)NC(=O)C6=CC=CC=C6)O)O)OC(=O)C7=CC=CC=C7)(CO4)OC(=O)C)O)C)OC(=O)C. Cell line: SF-268. Synergy scores: CSS=55.4, Synergy_ZIP=6.44, Synergy_Bliss=7.00, Synergy_Loewe=-0.517, Synergy_HSA=7.62. (2) Drug 1: CCCCC(=O)OCC(=O)C1(CC(C2=C(C1)C(=C3C(=C2O)C(=O)C4=C(C3=O)C=CC=C4OC)O)OC5CC(C(C(O5)C)O)NC(=O)C(F)(F)F)O. Drug 2: CCCCCOC(=O)NC1=NC(=O)N(C=C1F)C2C(C(C(O2)C)O)O. Cell line: SN12C. Synergy scores: CSS=42.1, Synergy_ZIP=-4.59, Synergy_Bliss=-5.48, Synergy_Loewe=-33.7, Synergy_HSA=-5.94. (3) Drug 1: CC1CCCC2(C(O2)CC(NC(=O)CC(C(C(=O)C(C1O)C)(C)C)O)C(=CC3=CSC(=N3)C)C)C. Drug 2: B(C(CC(C)C)NC(=O)C(CC1=CC=CC=C1)NC(=O)C2=NC=CN=C2)(O)O. Cell line: OVCAR-8. Synergy scores: CSS=66.4, Synergy_ZIP=1.64, Synergy_Bliss=0.798, Synergy_Loewe=-2.70, Synergy_HSA=1.42. (4) Drug 1: COC1=CC(=CC(=C1O)OC)C2C3C(COC3=O)C(C4=CC5=C(C=C24)OCO5)OC6C(C(C7C(O6)COC(O7)C8=CC=CS8)O)O. Drug 2: C1=NC(=NC(=O)N1C2C(C(C(O2)CO)O)O)N. Cell line: NCI-H460. Synergy scores: CSS=52.0, Synergy_ZIP=-1.35, Synergy_Bliss=1.74, Synergy_Loewe=-4.28, Synergy_HSA=5.56. (5) Drug 1: CC=C1C(=O)NC(C(=O)OC2CC(=O)NC(C(=O)NC(CSSCCC=C2)C(=O)N1)C(C)C)C(C)C. Drug 2: CC12CCC3C(C1CCC2O)C(CC4=C3C=CC(=C4)O)CCCCCCCCCS(=O)CCCC(C(F)(F)F)(F)F. Cell line: MCF7. Synergy scores: CSS=27.1, Synergy_ZIP=-2.85, Synergy_Bliss=-1.74, Synergy_Loewe=-23.9, Synergy_HSA=3.26. (6) Drug 1: CC1=C(C=C(C=C1)NC2=NC=CC(=N2)N(C)C3=CC4=NN(C(=C4C=C3)C)C)S(=O)(=O)N.Cl. Drug 2: C1=CC(=C2C(=C1NCCNCCO)C(=O)C3=C(C=CC(=C3C2=O)O)O)NCCNCCO. Cell line: MALME-3M. Synergy scores: CSS=32.3, Synergy_ZIP=7.77, Synergy_Bliss=8.83, Synergy_Loewe=9.05, Synergy_HSA=9.28. (7) Drug 1: CC1=C(C=C(C=C1)NC2=NC=CC(=N2)N(C)C3=CC4=NN(C(=C4C=C3)C)C)S(=O)(=O)N.Cl. Drug 2: CC1=C(C(CCC1)(C)C)C=CC(=CC=CC(=CC(=O)O)C)C. Cell line: HS 578T. Synergy scores: CSS=23.9, Synergy_ZIP=3.60, Synergy_Bliss=10.2, Synergy_Loewe=2.75, Synergy_HSA=8.13.